Dataset: Forward reaction prediction with 1.9M reactions from USPTO patents (1976-2016). Task: Predict the product of the given reaction. (1) Given the reactants [CH3:1][O:2][C:3]1[CH:8]=[CH:7][C:6]([C:9]2[N:14]=[CH:13][C:12]([CH2:15][OH:16])=CN=2)=[C:5]([C:17]([F:20])([F:19])[F:18])[CH:4]=1.CC[N:23]([CH:27](C)C)C(C)C.[CH3:30][S:31](Cl)(=[O:33])=[O:32], predict the reaction product. The product is: [CH3:1][O:2][C:3]1[CH:8]=[CH:7][C:6]([C:9]2[N:14]=[CH:13][C:12]([CH2:15][O:16][S:31]([CH3:30])(=[O:33])=[O:32])=[N:23][CH:27]=2)=[C:5]([C:17]([F:18])([F:19])[F:20])[CH:4]=1. (2) Given the reactants [N:1]([CH2:4][C@@H:5]1[CH2:9][C@@H:8]([S:10][C:11]([C:24]2[CH:29]=[CH:28][CH:27]=[CH:26][CH:25]=2)([C:18]2[CH:23]=[CH:22][CH:21]=[CH:20][CH:19]=2)[C:12]2[CH:17]=[CH:16][CH:15]=[CH:14][CH:13]=2)[CH2:7][N:6]1[S:30]([C:33]1[CH:42]=[CH:41][C:40]2[C:35](=[CH:36][CH:37]=[CH:38][CH:39]=2)[CH:34]=1)(=[O:32])=[O:31])=[N+]=[N-].C1(P(C2C=CC=CC=2)C2C=CC=CC=2)C=CC=CC=1, predict the reaction product. The product is: [CH:34]1[C:35]2[C:40](=[CH:39][CH:38]=[CH:37][CH:36]=2)[CH:41]=[CH:42][C:33]=1[S:30]([N:6]1[CH2:7][C@H:8]([S:10][C:11]([C:12]2[CH:13]=[CH:14][CH:15]=[CH:16][CH:17]=2)([C:18]2[CH:19]=[CH:20][CH:21]=[CH:22][CH:23]=2)[C:24]2[CH:29]=[CH:28][CH:27]=[CH:26][CH:25]=2)[CH2:9][C@H:5]1[CH2:4][NH2:1])(=[O:32])=[O:31].